From a dataset of NCI-60 drug combinations with 297,098 pairs across 59 cell lines. Regression. Given two drug SMILES strings and cell line genomic features, predict the synergy score measuring deviation from expected non-interaction effect. (1) Drug 1: C1CCN(CC1)CCOC2=CC=C(C=C2)C(=O)C3=C(SC4=C3C=CC(=C4)O)C5=CC=C(C=C5)O. Drug 2: CNC(=O)C1=NC=CC(=C1)OC2=CC=C(C=C2)NC(=O)NC3=CC(=C(C=C3)Cl)C(F)(F)F. Cell line: MALME-3M. Synergy scores: CSS=14.7, Synergy_ZIP=-6.00, Synergy_Bliss=-2.31, Synergy_Loewe=-5.34, Synergy_HSA=-4.77. (2) Drug 1: CC1=C2C(C(=O)C3(C(CC4C(C3C(C(C2(C)C)(CC1OC(=O)C(C(C5=CC=CC=C5)NC(=O)C6=CC=CC=C6)O)O)OC(=O)C7=CC=CC=C7)(CO4)OC(=O)C)O)C)OC(=O)C. Drug 2: B(C(CC(C)C)NC(=O)C(CC1=CC=CC=C1)NC(=O)C2=NC=CN=C2)(O)O. Cell line: SK-OV-3. Synergy scores: CSS=57.2, Synergy_ZIP=-1.79, Synergy_Bliss=-2.37, Synergy_Loewe=-2.12, Synergy_HSA=0.969. (3) Drug 1: CC12CCC(CC1=CCC3C2CCC4(C3CC=C4C5=CN=CC=C5)C)O. Drug 2: CC1=C(C=C(C=C1)NC2=NC=CC(=N2)N(C)C3=CC4=NN(C(=C4C=C3)C)C)S(=O)(=O)N.Cl. Cell line: NCI/ADR-RES. Synergy scores: CSS=7.01, Synergy_ZIP=-0.509, Synergy_Bliss=2.04, Synergy_Loewe=-4.12, Synergy_HSA=0.383. (4) Drug 1: CC1C(C(=O)NC(C(=O)N2CCCC2C(=O)N(CC(=O)N(C(C(=O)O1)C(C)C)C)C)C(C)C)NC(=O)C3=C4C(=C(C=C3)C)OC5=C(C(=O)C(=C(C5=N4)C(=O)NC6C(OC(=O)C(N(C(=O)CN(C(=O)C7CCCN7C(=O)C(NC6=O)C(C)C)C)C)C(C)C)C)N)C. Drug 2: CCC1=C2CN3C(=CC4=C(C3=O)COC(=O)C4(CC)O)C2=NC5=C1C=C(C=C5)O. Cell line: NCI-H226. Synergy scores: CSS=9.39, Synergy_ZIP=-0.749, Synergy_Bliss=3.18, Synergy_Loewe=-12.0, Synergy_HSA=-0.802. (5) Cell line: NCI-H322M. Drug 2: CCC(=C(C1=CC=CC=C1)C2=CC=C(C=C2)OCCN(C)C)C3=CC=CC=C3.C(C(=O)O)C(CC(=O)O)(C(=O)O)O. Synergy scores: CSS=-2.00, Synergy_ZIP=2.28, Synergy_Bliss=2.34, Synergy_Loewe=-3.45, Synergy_HSA=-2.35. Drug 1: C1CN1P(=S)(N2CC2)N3CC3. (6) Drug 1: CC12CCC(CC1=CCC3C2CCC4(C3CC=C4C5=CN=CC=C5)C)O. Drug 2: CC1C(C(CC(O1)OC2CC(CC3=C2C(=C4C(=C3O)C(=O)C5=CC=CC=C5C4=O)O)(C(=O)C)O)N)O. Cell line: U251. Synergy scores: CSS=41.2, Synergy_ZIP=-0.270, Synergy_Bliss=1.11, Synergy_Loewe=-9.33, Synergy_HSA=3.13. (7) Drug 2: N.N.Cl[Pt+2]Cl. Synergy scores: CSS=13.4, Synergy_ZIP=-3.55, Synergy_Bliss=0.632, Synergy_Loewe=2.16, Synergy_HSA=2.37. Cell line: NCI-H226. Drug 1: C1C(C(OC1N2C=NC3=C(N=C(N=C32)Cl)N)CO)O. (8) Drug 1: COC1=CC(=CC(=C1O)OC)C2C3C(COC3=O)C(C4=CC5=C(C=C24)OCO5)OC6C(C(C7C(O6)COC(O7)C8=CC=CS8)O)O. Drug 2: CCCCC(=O)OCC(=O)C1(CC(C2=C(C1)C(=C3C(=C2O)C(=O)C4=C(C3=O)C=CC=C4OC)O)OC5CC(C(C(O5)C)O)NC(=O)C(F)(F)F)O. Cell line: A498. Synergy scores: CSS=32.2, Synergy_ZIP=-0.526, Synergy_Bliss=-0.604, Synergy_Loewe=-2.14, Synergy_HSA=1.42. (9) Drug 1: C1=CC(=CC=C1C#N)C(C2=CC=C(C=C2)C#N)N3C=NC=N3. Drug 2: CC12CCC3C(C1CCC2OP(=O)(O)O)CCC4=C3C=CC(=C4)OC(=O)N(CCCl)CCCl.[Na+]. Cell line: NCI-H460. Synergy scores: CSS=14.0, Synergy_ZIP=-4.00, Synergy_Bliss=1.23, Synergy_Loewe=-2.42, Synergy_HSA=-2.62.